This data is from Catalyst prediction with 721,799 reactions and 888 catalyst types from USPTO. The task is: Predict which catalyst facilitates the given reaction. (1) Reactant: N1C=CC=CC=1C1C=CC=CN=1.CN(C=O)C.Cl[C:19]1[C:20]([C:28]([OH:30])=[O:29])=[N:21][C:22]([Cl:27])=[C:23]([Cl:26])[C:24]=1[Cl:25]. Product: [Cl:25][C:24]1[C:23]([Cl:26])=[C:22]([Cl:27])[N:21]=[C:20]([C:28]([OH:30])=[O:29])[CH:19]=1. The catalyst class is: 739. (2) Reactant: C([Li])CCC.CCCCCC.[CH3:12][N:13]1[C:17]([C:18](=[O:20])[CH3:19])=[CH:16][CH:15]=[N:14]1.[F:21][C:22]1[CH:27]=[C:26]([F:28])[CH:25]=[CH:24][C:23]=1/[C:29](=[N:31]/[S@@:32]([C:34]([CH3:37])([CH3:36])[CH3:35])=[O:33])/[CH3:30]. Product: [F:21][C:22]1[CH:27]=[C:26]([F:28])[CH:25]=[CH:24][C:23]=1[C@@:29]([NH:31][S@@:32]([C:34]([CH3:35])([CH3:37])[CH3:36])=[O:33])([CH2:19][C:18]([C:17]1[N:13]([CH3:12])[N:14]=[CH:15][CH:16]=1)=[O:20])[CH3:30]. The catalyst class is: 1. (3) Reactant: P([O-])([O-])([O-])=O.[K+].[K+].[K+].[C:9]1(B(O)O)[CH:14]=[CH:13][CH:12]=[CH:11][CH:10]=1.C1(P(C2CCCCC2)C2(OC)CC=CC(OC)=C2C2C=CC=CC=2)CCCCC1.Br[C:48]1[C:57]2[C:52](=[CH:53][CH:54]=[CH:55][CH:56]=2)[CH:51]=[N:50][C:49]=1[CH:58]([N:60]1[C:68](=[O:69])[C:67]2[C:62](=[CH:63][CH:64]=[CH:65][CH:66]=2)[C:61]1=[O:70])[CH3:59]. Product: [C:9]1([C:48]2[C:57]3[C:52](=[CH:53][CH:54]=[CH:55][CH:56]=3)[CH:51]=[N:50][C:49]=2[CH:58]([N:60]2[C:61](=[O:70])[C:62]3[C:67](=[CH:66][CH:65]=[CH:64][CH:63]=3)[C:68]2=[O:69])[CH3:59])[CH:14]=[CH:13][CH:12]=[CH:11][CH:10]=1. The catalyst class is: 167. (4) Reactant: [CH:1]([C:3]1[CH:4]=[N:5][N:6]([CH2:8][C:9]([O:11]C(C)(C)C)=[O:10])[CH:7]=1)=[O:2].Cl. Product: [CH:1]([C:3]1[CH:4]=[N:5][N:6]([CH2:8][C:9]([OH:11])=[O:10])[CH:7]=1)=[O:2]. The catalyst class is: 12. (5) Reactant: [F:1][C:2]1[CH:33]=[C:32]([N+:34]([O-])=O)[CH:31]=[CH:30][C:3]=1[O:4][C:5]1[CH:6]=[C:7]2[C:11](=[CH:12][C:13]=1[C:14]1[CH:19]=[CH:18][C:17]([S:20]([CH3:23])(=[O:22])=[O:21])=[CH:16][CH:15]=1)[N:10]([CH:24]1[CH2:29][CH2:28][CH2:27][CH2:26][O:25]1)[N:9]=[CH:8]2. Product: [F:1][C:2]1[CH:33]=[C:32]([CH:31]=[CH:30][C:3]=1[O:4][C:5]1[CH:6]=[C:7]2[C:11](=[CH:12][C:13]=1[C:14]1[CH:15]=[CH:16][C:17]([S:20]([CH3:23])(=[O:21])=[O:22])=[CH:18][CH:19]=1)[N:10]([CH:24]1[CH2:29][CH2:28][CH2:27][CH2:26][O:25]1)[N:9]=[CH:8]2)[NH2:34]. The catalyst class is: 99. (6) Reactant: C(OC([N:8]1[CH2:13][CH2:12][C@H:11]([NH:14][C:15]2[CH:20]=[CH:19][CH:18]=[C:17]([NH:21][C:22](=[O:31])[C:23]3[CH:28]=[CH:27][C:26]([F:29])=[CH:25][C:24]=3[Cl:30])[CH:16]=2)[CH2:10][C@@H:9]1[CH3:32])=O)(C)(C)C.C1(C)C=CC(S(Cl)(=O)=O)=CC=1.[Cl-].[NH4+]. Product: [ClH:30].[Cl:30][C:24]1[CH:25]=[C:26]([F:29])[CH:27]=[CH:28][C:23]=1[C:22]([NH:21][C:17]1[CH:18]=[CH:19][CH:20]=[C:15]([NH:14][C@H:11]2[CH2:12][CH2:13][NH:8][C@@H:9]([CH3:32])[CH2:10]2)[CH:16]=1)=[O:31]. The catalyst class is: 224. (7) Reactant: [CH3:1][C:2]1[CH:18]=[CH:17][C:5]([C:6]([NH:8][N:9]2[CH:13]=[CH:12][CH:11]=[C:10]2[C:14]([NH2:16])=[O:15])=O)=[CH:4][CH:3]=1. Product: [C:2]1([CH3:1])[CH:18]=[CH:17][C:5]([C:6]2[NH:16][C:14](=[O:15])[C:10]3=[CH:11][CH:12]=[CH:13][N:9]3[N:8]=2)=[CH:4][CH:3]=1. The catalyst class is: 328. (8) Product: [Br:1][C:2]1[C:7]2[NH:8][C:9]([N:26]3[CH2:27][CH2:28][N:23]([C:22]4[N:21]=[CH:20][C:19]([CH2:30][OH:31])=[CH:18][C:17]=4[Cl:16])[CH2:24][C@H:25]3[CH3:29])=[N:10][C:6]=2[CH:5]=[C:4]([C:12]([F:15])([F:14])[F:13])[CH:3]=1. The catalyst class is: 12. Reactant: [Br:1][C:2]1[C:7]2[NH:8][C:9](Cl)=[N:10][C:6]=2[CH:5]=[C:4]([C:12]([F:15])([F:14])[F:13])[CH:3]=1.[Cl:16][C:17]1[CH:18]=[C:19]([CH2:30][OH:31])[CH:20]=[N:21][C:22]=1[N:23]1[CH2:28][CH2:27][NH:26][C@H:25]([CH3:29])[CH2:24]1.